Task: Predict which catalyst facilitates the given reaction.. Dataset: Catalyst prediction with 721,799 reactions and 888 catalyst types from USPTO (1) Reactant: [Cl:1][C:2]1[CH:3]=[C:4]([C@:9]2([C:17]([F:20])([F:19])[F:18])[CH2:13][C:12](=O)[N:11]([CH3:15])[C:10]2=O)[CH:5]=[C:6]([Cl:8])[CH:7]=1.B(F)(F)F.Cl. Product: [Cl:8][C:6]1[CH:5]=[C:4]([C@:9]2([C:17]([F:20])([F:19])[F:18])[CH2:13][CH2:12][N:11]([CH3:15])[CH2:10]2)[CH:3]=[C:2]([Cl:1])[CH:7]=1. The catalyst class is: 1. (2) Reactant: [CH2:1]([N:8]([CH3:30])[C:9]1[N:10]=[C:11]([O:23][CH2:24][C:25]([O:27][CH2:28][CH3:29])=[O:26])[C:12]([C:21]#[N:22])=[C:13]2[CH2:18][C:17]([CH3:20])([CH3:19])[O:16][CH2:15][C:14]=12)[C:2]1[CH:7]=[CH:6][CH:5]=[CH:4][CH:3]=1.C(=O)([O-])[O-].[Cs+].[Cs+]. Product: [NH2:22][C:21]1[C:12]2[C:11](=[N:10][C:9]([N:8]([CH2:1][C:2]3[CH:7]=[CH:6][CH:5]=[CH:4][CH:3]=3)[CH3:30])=[C:14]3[CH2:15][O:16][C:17]([CH3:20])([CH3:19])[CH2:18][C:13]3=2)[O:23][C:24]=1[C:25]([O:27][CH2:28][CH3:29])=[O:26]. The catalyst class is: 3. (3) Reactant: [C:1]([N:5]1[CH2:26][CH2:25][CH2:24][CH2:23][C:8]2[CH:9]=[C:10]3[C:19]4[CH:18]=[C:17]([F:20])[C:16]([O:21][CH3:22])=[CH:15][C:14]=4[CH2:13][CH2:12][N:11]3[C:7]=2[C:6]1=[O:27])([CH3:4])([CH3:3])[CH3:2].[Br:28]N1C(=O)CCC1=O.O. Product: [Br:28][C:9]1[C:8]2[CH2:23][CH2:24][CH2:25][CH2:26][N:5]([C:1]([CH3:4])([CH3:2])[CH3:3])[C:6](=[O:27])[C:7]=2[N:11]2[CH2:12][CH2:13][C:14]3[CH:15]=[C:16]([O:21][CH3:22])[C:17]([F:20])=[CH:18][C:19]=3[C:10]=12. The catalyst class is: 9. (4) Reactant: C1(OC(=NC2C=CC(I)=CC=2)C=COC2C=CC=CC=2)C=CC=CC=1.[CH:26]([C:28]1[CH:33]=[CH:32][C:31]([N:34]=[C:35]([O:45][C:46]2[CH:51]=[CH:50][CH:49]=[CH:48][CH:47]=2)[CH:36]=[CH:37][O:38][C:39]2[CH:44]=[CH:43][CH:42]=[CH:41][CH:40]=2)=[CH:30][CH:29]=1)=[CH2:27].C(=O)([O-])[O-].[Cs+].[Cs+].C(P(C(C)(C)C)C(C)(C)C)(C)(C)C.C([Sn](CCCC)(CCCC)C=C)CCC. Product: [CH:26]([C:28]1[CH:29]=[CH:30][C:31]([N:34]=[C:35]([O:45][C:46]2[CH:47]=[CH:48][CH:49]=[CH:50][CH:51]=2)[CH:36]=[CH:37][O:38][C:39]2[CH:40]=[CH:41][CH:42]=[CH:43][CH:44]=2)=[CH:32][CH:33]=1)=[CH2:27]. The catalyst class is: 12. (5) Reactant: [OH:1][CH2:2][CH2:3][NH:4][C:5](=[O:9])[C:6]([NH2:8])=[O:7].Cl.N[C@H]1[CH2:16][O:15][CH2:14][C@@H]1O. Product: [OH:1][C@H:2]1[CH2:16][O:15][CH2:14][C@@H:3]1[NH:4][C:5](=[O:9])[C:6]([NH2:8])=[O:7]. The catalyst class is: 66. (6) Reactant: [CH3:1][O:2][CH2:3][CH2:4][CH2:5][O:6][C:7]1[CH:16]=[C:15]([CH3:17])[CH:14]=[CH:13][C:8]=1[C:9]([O:11][CH3:12])=[O:10].[Br:18]N1C(=O)CCC1=O.N(C(C)(C)C#N)=NC(C)(C)C#N.C(OOC(=O)C1C=CC=CC=1)(=O)C1C=CC=CC=1.C1(=O)NC(=O)CC1. Product: [Br:18][CH2:17][C:15]1[CH:14]=[CH:13][C:8]([C:9]([O:11][CH3:12])=[O:10])=[C:7]([O:6][CH2:5][CH2:4][CH2:3][O:2][CH3:1])[CH:16]=1. The catalyst class is: 53. (7) Reactant: [ClH:1].C1([N:6]2[CH2:11][CH2:10][CH:9]([O:12][CH:13]3[CH2:18][CH2:17][N:16]([C:19]4[N:24]=[CH:23][C:22]([C:25]#[N:26])=[CH:21][CH:20]=4)[CH2:15][CH2:14]3)[CH2:8][CH2:7]2)CCC1.Cl. The catalyst class is: 135. Product: [ClH:1].[NH:6]1[CH2:7][CH2:8][CH:9]([O:12][CH:13]2[CH2:18][CH2:17][N:16]([C:19]3[N:24]=[CH:23][C:22]([C:25]#[N:26])=[CH:21][CH:20]=3)[CH2:15][CH2:14]2)[CH2:10][CH2:11]1. (8) Reactant: Cl[C:2]1[C:11]([C:12]([O:14][CH2:15][CH3:16])=[O:13])=[C:10]([Cl:17])[C:9]2[C:4](=[CH:5][CH:6]=[CH:7][N:8]=2)[N:3]=1.O.[F:19][C:20]1[CH:21]=[C:22](B(O)O)[CH:23]=[CH:24][CH:25]=1.C(=O)([O-])[O-].[Na+].[Na+]. Product: [Cl:17][C:10]1[C:9]2[C:4](=[CH:5][CH:6]=[CH:7][N:8]=2)[N:3]=[C:2]([C:24]2[CH:23]=[CH:22][CH:21]=[C:20]([F:19])[CH:25]=2)[C:11]=1[C:12]([O:14][CH2:15][CH3:16])=[O:13]. The catalyst class is: 790.